Task: Predict the reactants needed to synthesize the given product.. Dataset: Full USPTO retrosynthesis dataset with 1.9M reactions from patents (1976-2016) (1) Given the product [CH2:34]([C:33]1[CH:37]=[C:13]([CH3:12])[CH:14]=[C:15]([CH2:16][CH3:17])[C:18]=1[C:6]1[C:5](=[O:4])[N:20]([CH3:19])[N:21]=[C:28]([CH2:27][OH:29])[C:8]=1[S:9]([C:12]1[CH:13]=[CH:14][C:15]([CH3:18])=[CH:16][CH:17]=1)(=[O:10])=[O:11])[CH3:35], predict the reactants needed to synthesize it. The reactants are: C([O:4][CH2:5][C:6]([CH2:8][S:9]([C:12]1[CH:17]=[CH:16][C:15]([CH3:18])=[CH:14][CH:13]=1)(=[O:11])=[O:10])=O)(=O)C.[CH3:19][NH:20][NH2:21].C(N([CH2:27][CH3:28])CC)C.[OH2:29].[OH-].[Li+].Cl.[CH2:33]1[CH2:37]O[CH2:35][CH2:34]1. (2) The reactants are: [NH2:1][CH2:2][C:3]1[CH:4]=[CH:5][C:6]2[N:10]=[C:9]([CH2:11][CH2:12][CH2:13][CH2:14][N:15]([CH2:19][CH2:20][CH3:21])[CH2:16][CH2:17][CH3:18])[N:8]([CH2:22][CH2:23][CH3:24])[C:7]=2[CH:25]=1.C(OC)(OC)OC.[NH:33]1[CH:37]=[CH:36][N:35]=[C:34]1[CH:38]=O.[BH4-].[Na+]. Given the product [NH:33]1[CH:37]=[CH:36][N:35]=[C:34]1[CH2:38][N:1]([CH2:2][C:3]1[CH:4]=[CH:5][C:6]2[N:10]=[C:9]([CH2:11][CH2:12][CH2:13][CH2:14][N:15]([CH2:16][CH2:17][CH3:18])[CH2:19][CH2:20][CH3:21])[N:8]([CH2:22][CH2:23][CH3:24])[C:7]=2[CH:25]=1)[CH2:11][C:9]1[NH:8][CH:7]=[CH:6][N:10]=1, predict the reactants needed to synthesize it. (3) Given the product [C:1]([O:7][CH2:8][N:9]1[C:13]2[N:14]=[CH:15][N:16]=[C:17]([C:18]3[CH:19]=[N:20][NH:21][CH:22]=3)[C:12]=2[CH:11]=[CH:10]1)(=[O:6])[C:2]([CH3:5])([CH3:4])[CH3:3], predict the reactants needed to synthesize it. The reactants are: [C:1]([O:7][CH2:8][N:9]1[C:13]2[N:14]=[CH:15][N:16]=[C:17]([C:18]3[CH:19]=[N:20][N:21](C(OCC)C)[CH:22]=3)[C:12]=2[CH:11]=[CH:10]1)(=[O:6])[C:2]([CH3:5])([CH3:4])[CH3:3].O1CCCC1.Cl.[OH-].[Na+].